This data is from Catalyst prediction with 721,799 reactions and 888 catalyst types from USPTO. The task is: Predict which catalyst facilitates the given reaction. Reactant: [C:1]([O:5][C:6](=[O:24])[NH:7][S:8](=[O:23])(=[O:22])[NH:9][C@@H:10]1[CH2:15][C@@H:14]([C:16](=[O:20])[N:17]([CH3:19])[CH3:18])[CH2:13][CH2:12][C@H:11]1[OH:21])([CH3:4])([CH3:3])[CH3:2].[CH3:25][S:26](Cl)(=[O:28])=[O:27].CN1CCOCC1.Cl. Product: [CH3:25][S:26]([O:21][C@@H:11]1[CH2:12][CH2:13][C@H:14]([C:16](=[O:20])[N:17]([CH3:19])[CH3:18])[CH2:15][C@H:10]1[NH:9][S:8](=[O:23])(=[O:22])[NH:7][C:6]([O:5][C:1]([CH3:4])([CH3:2])[CH3:3])=[O:24])(=[O:28])=[O:27]. The catalyst class is: 47.